From a dataset of Peptide-MHC class I binding affinity with 185,985 pairs from IEDB/IMGT. Regression. Given a peptide amino acid sequence and an MHC pseudo amino acid sequence, predict their binding affinity value. This is MHC class I binding data. (1) The peptide sequence is LITEQFLCY. The MHC is HLA-A02:11 with pseudo-sequence HLA-A02:11. The binding affinity (normalized) is 0.0847. (2) The peptide sequence is YTVKYPNT. The MHC is H-2-Kb with pseudo-sequence H-2-Kb. The binding affinity (normalized) is 0.0885. (3) The peptide sequence is FEEHLAPFMS. The MHC is HLA-B45:01 with pseudo-sequence HLA-B45:01. The binding affinity (normalized) is 0.161.